The task is: Regression. Given a peptide amino acid sequence and an MHC pseudo amino acid sequence, predict their binding affinity value. This is MHC class II binding data.. This data is from Peptide-MHC class II binding affinity with 134,281 pairs from IEDB. (1) The peptide sequence is NDLAKYKANWIEIMR. The binding affinity (normalized) is 0.332. The MHC is HLA-DPA10201-DPB11401 with pseudo-sequence HLA-DPA10201-DPB11401. (2) The peptide sequence is DLVANQPNLKALREK. The MHC is DRB1_1201 with pseudo-sequence DRB1_1201. The binding affinity (normalized) is 0.188. (3) The peptide sequence is GELQIVIKIDAAFKI. The MHC is DRB1_0701 with pseudo-sequence DRB1_0701. The binding affinity (normalized) is 0.802.